Dataset: Reaction yield outcomes from USPTO patents with 853,638 reactions. Task: Predict the reaction yield, written as a fraction of the theoretical maximum amount of product (1.0 means a 100% yield; for example, 0.34 means a 34% yield). (1) The reactants are [I:1][C:2]1[CH:3]=[CH:4][C:5]2[O:9][C:8]([CH3:10])=[CH:7][C:6]=2[CH:11]=1.[Br:12]N1C(=O)CCC1=O. The catalyst is C(Cl)(Cl)(Cl)Cl. The product is [Br:12][CH2:10][C:8]1[O:9][C:5]2[CH:4]=[CH:3][C:2]([I:1])=[CH:11][C:6]=2[CH:7]=1. The yield is 0.490. (2) The reactants are [Br:1][C:2]1[CH:23]=[CH:22][C:5]([C:6]([NH:8][C:9]2[CH:14]=[CH:13][CH:12]=[CH:11][C:10]=2[NH:15][C:16]2[CH:21]=[CH:20][CH:19]=[CH:18][CH:17]=2)=O)=[CH:4][CH:3]=1.P(Cl)(Cl)(Cl)=O. The catalyst is O1CCOCC1. The product is [Br:1][C:2]1[CH:23]=[CH:22][C:5]([C:6]2[N:15]([C:16]3[CH:21]=[CH:20][CH:19]=[CH:18][CH:17]=3)[C:10]3[CH:11]=[CH:12][CH:13]=[CH:14][C:9]=3[N:8]=2)=[CH:4][CH:3]=1. The yield is 0.900.